Dataset: Full USPTO retrosynthesis dataset with 1.9M reactions from patents (1976-2016). Task: Predict the reactants needed to synthesize the given product. (1) Given the product [CH2:1]([O:3][C:4]([C:6]1[C:7]([OH:27])=[C:8]2[CH:16]=[CH:15][N:14]([CH2:19][C:20]3[CH:25]=[CH:24][CH:23]=[CH:22][C:21]=3[F:26])[C:9]2=[C:10]([C:12]#[N:13])[N:11]=1)=[O:5])[CH3:2], predict the reactants needed to synthesize it. The reactants are: [CH2:1]([O:3][C:4]([C:6]1[C:7]([OH:27])=[C:8]2[C:16](Br)=[C:15](Br)[N:14]([CH2:19][C:20]3[CH:25]=[CH:24][CH:23]=[CH:22][C:21]=3[F:26])[C:9]2=[C:10]([C:12]#[N:13])[N:11]=1)=[O:5])[CH3:2].C([O-])=O.[NH4+]. (2) Given the product [CH2:1]([O:4][C:5]([C:7]1([CH2:29][C:28]2[CH:31]=[CH:32][C:25]([N+:22]([O-:24])=[O:23])=[C:26]([Br:33])[CH:27]=2)[C:12](=[O:13])[CH:11]([NH:14][C:15]([O:17][C:18]([CH3:21])([CH3:20])[CH3:19])=[O:16])[CH2:10][S:9][CH2:8]1)=[O:6])[CH:2]=[CH2:3], predict the reactants needed to synthesize it. The reactants are: [CH2:1]([O:4][C:5]([CH:7]1[C:12](=[O:13])[CH:11]([NH:14][C:15]([O:17][C:18]([CH3:21])([CH3:20])[CH3:19])=[O:16])[CH2:10][S:9][CH2:8]1)=[O:6])[CH:2]=[CH2:3].[N+:22]([C:25]1[CH:32]=[CH:31][C:28]([CH2:29]Br)=[CH:27][C:26]=1[Br:33])([O-:24])=[O:23].N. (3) Given the product [Br:1][C:2]1[CH:7]=[CH:6][N:5]2[N:9]=[C:10]([C:11]3[CH:16]=[CH:15][C:14]([O:17][CH3:18])=[CH:13][CH:12]=3)[CH:8]=[C:4]2[CH:3]=1, predict the reactants needed to synthesize it. The reactants are: [Br:1][C:2]1[CH:7]=[CH:6][N:5]=[C:4]([CH:8]2[C:10]([C:11]3[CH:16]=[CH:15][C:14]([O:17][CH3:18])=[CH:13][CH:12]=3)=[N:9]2)[CH:3]=1.C(N(CC)C(C)C)(C)C.